Binary Classification. Given a miRNA mature sequence and a target amino acid sequence, predict their likelihood of interaction. From a dataset of Experimentally validated miRNA-target interactions with 360,000+ pairs, plus equal number of negative samples. (1) The miRNA is mmu-miR-542-5p with sequence CUCGGGGAUCAUCAUGUCACGA. The protein sequence of the target gene is MVVVTGREPDSRHSDGAMSSSEAEDDFLEPATPTATQAGHGLPLLPQEFPEVVPLNIGGAHFTTRLSTLRRYEDTMLAAMFSGRHYIPTDSEGRYFIDRDGTHFGDVLNFLRSGDLPPREHVRAVHKEAQYYAIGPLLEQLENMQPLKGEKVRQAFLGLMPYYKDHLERIVEIARLRAVQRKARFAKLKVCVFKEEMPITPYECPLLNSLRFERSESDGQLFEHHCEVDVSFGPWEAVADVYDLLHCLVTDLSAQGLTVDHQCIGVCDKHLVNHYYCKRPIYEFKITWW. Result: 0 (no interaction). (2) The miRNA is hsa-miR-1247-3p with sequence CCCCGGGAACGUCGAGACUGGAGC. The protein sequence of the target gene is MSGRQRTLFQTWGSSISRSSGTPGCSSGTERPQSPGSSKAPLPAAAEAQLESDDDVLLVAAYEAERQLCLENGGFCTSAGALWIYPTNCPVRDYQLHISRAALFCNTLVCLPTGLGKTFIAAVVMYNFYRWFPSGKVVFMAPTKPLVTQQIEACYQVMGIPQSHMAEMTGSTQASTRKEIWCSKRVLFLTPQVMVNDLSRGACPAAEIKCLVIDEAHKALGNYAYCQVVRELVKYTNHFRILALSATPGSDIKAVQQVITNLLIGQIELRSEDSPDILTYSHERKVEKLIVPLGEELAAI.... Result: 1 (interaction). (3) The miRNA is hsa-miR-888-5p with sequence UACUCAAAAAGCUGUCAGUCA. The protein sequence of the target gene is MAGPNQLCIRRWTTKHVAVWLKDEGFFEYVDILCNKHRLDGITLLTLTEYDLRSPPLEIKVLGDIKRLMLSVRKLQKIHIDVLEEMGYNSDSPMGSMTPFISALQSTDWLCNGELSHDCDGPITDLNSDQYQYMNGKNKHSVRRLDPEYWKTILSCIYVFIVFGFTSFIMVIVHERVPDMQTYPPLPDIFLDSVPRIPWAFAMTEVCGMILCYIWLLVLLLHKHRSILLRRLCSLMGTVFLLRCFTMFVTSLSVPGQHLQCTGKIYGSVWEKLHRAFAIWSGFGMTLTGVHTCGDYMFSG.... Result: 1 (interaction). (4) The miRNA is hsa-miR-4645-5p with sequence ACCAGGCAAGAAAUAUUGU. The protein sequence of the target gene is MNRFFGKAKPKAPPPSLTDCIGTVDSRAESIDKKISRLDAELVKYKDQIKKMREGPAKNMVKQKALRVLKQKRMYEQQRDNLAQQSFNMEQANYTIQSLKDTKTTVDAMKLGVKEMKKAYKEVKIDQIEDLQDQLEDMMEDANEIQEALGRSYGTPELDEDDLEAELDALGDELLADEDSSYLDEAASAPAIPEGVPTDTKNKDGVLVDEFGLPQIPAS. Result: 0 (no interaction). (5) The miRNA is mmu-miR-3966 with sequence AGCUGCCAGCUGUAGAACUGU. The protein sequence of the target gene is MEDVKLEFPSLPQCKDDAEEWTYPMRREMQEVLPGLFLGPYSSAMKSKLPILQKHGITHIICIRQNIEANFIKPNFQQLFRYLVLDIADNPVENIIRFFPMTKEFIDGSLQNGGKVLVHGNAGISRSAAFVIAYIMETFGMKYRDAFAYVQERRFCINPNAGFVHQLQEYEAIYLAKLTIQMMSPLQIERSLAVHSGTTGSVKRTHEEDDDFGNMQVATAQNG. Result: 1 (interaction).